This data is from Full USPTO retrosynthesis dataset with 1.9M reactions from patents (1976-2016). The task is: Predict the reactants needed to synthesize the given product. (1) Given the product [CH3:19][O:20][C:21]1[CH:26]=[CH:25][C:24]([O:27][CH3:28])=[CH:23][C:22]=1[CH2:29][C:30]([NH:1][N:2]1[N:11]=[C:10]([N:12]2[CH2:17][CH2:16][O:15][CH2:14][CH2:13]2)[C:9]2[C:4](=[CH:5][CH:6]=[CH:7][CH:8]=2)[C:3]1=[O:18])=[O:31], predict the reactants needed to synthesize it. The reactants are: [NH2:1][N:2]1[N:11]=[C:10]([N:12]2[CH2:17][CH2:16][O:15][CH2:14][CH2:13]2)[C:9]2[C:4](=[CH:5][CH:6]=[CH:7][CH:8]=2)[C:3]1=[O:18].[CH3:19][O:20][C:21]1[CH:26]=[CH:25][C:24]([O:27][CH3:28])=[CH:23][C:22]=1[CH2:29][C:30](O)=[O:31]. (2) Given the product [F:1][C:2]1[CH:3]=[C:4]2[C:9](=[CH:10][CH:11]=1)[N:8]=[C:7]([NH:12][C:13]([N:29]1[CH2:30][CH2:31][N:26]([C:21]3[CH:22]=[CH:23][CH:24]=[CH:25][N:20]=3)[CH2:27][CH2:28]1)=[O:17])[C:6]([O:18][CH3:19])=[N:5]2, predict the reactants needed to synthesize it. The reactants are: [F:1][C:2]1[CH:3]=[C:4]2[C:9](=[CH:10][CH:11]=1)[N:8]=[C:7]([NH:12][C:13](=[O:17])OCC)[C:6]([O:18][CH3:19])=[N:5]2.[N:20]1[CH:25]=[CH:24][CH:23]=[CH:22][C:21]=1[N:26]1[CH2:31][CH2:30][NH:29][CH2:28][CH2:27]1. (3) Given the product [C:52]([N:13]([C@@H:11]1[CH2:12][N:8]([C:6]([O:5][C:1]([CH3:4])([CH3:2])[CH3:3])=[O:7])[C@H:9]([C:25]([N:27]2[CH2:31][CH2:30][S:29][CH2:28]2)=[O:26])[CH2:10]1)[CH2:14][CH2:15][NH:16][C:17]1[CH:22]=[CH:21][C:20]([C:23]#[N:24])=[CH:19][N:18]=1)(=[O:53])[CH3:49], predict the reactants needed to synthesize it. The reactants are: [C:1]([O:5][C:6]([N:8]1[CH2:12][C@@H:11]([NH:13][CH2:14][CH2:15][NH:16][C:17]2[CH:22]=[CH:21][C:20]([C:23]#[N:24])=[CH:19][N:18]=2)[CH2:10][C@H:9]1[C:25]([N:27]1[CH2:31][CH2:30][S:29][CH2:28]1)=[O:26])=[O:7])([CH3:4])([CH3:3])[CH3:2].Cl.Cl.Cl.C(C1C=CC(NCCN[C@@H]2CN[C@H:49]([C:52](N3CCSC3)=[O:53])C2)=NC=1)#N.C(Cl)(=O)C.C(=O)([O-])O.[Na+]. (4) Given the product [CH3:11][C:9]1[CH:10]=[C:6]2[N:5]=[CH:4][C:3]3[NH:20][C:17](=[O:18])[NH:1][C:2]=3[N:7]2[N:8]=1, predict the reactants needed to synthesize it. The reactants are: [NH2:1][C:2]1[N:7]2[N:8]=[C:9]([CH3:11])[CH:10]=[C:6]2[N:5]=[CH:4][C:3]=1C(NN)=O.C[CH2:17][OH:18].Cl.[N:20]([O-])=O.[Na+].